From a dataset of Forward reaction prediction with 1.9M reactions from USPTO patents (1976-2016). Predict the product of the given reaction. Given the reactants CC(OC(/N=[N:8]/[C:9](OC(C)C)=O)=O)C.[OH:15][C:16]1[CH:21]=[CH:20][C:19]([C:22]2[CH:27]=[CH:26][C:25]([NH:28][C:29]([C:31]3[CH:32]=[C:33]([C:39]4[CH:44]=[CH:43][CH:42]=[C:41]([O:45][CH3:46])[CH:40]=4)[C:34]([O:37][CH3:38])=[CH:35][CH:36]=3)=[O:30])=[CH:24][CH:23]=2)=[CH:18][CH:17]=1.[C:47]1(P(C2C=CC=CC=2)C2C=CC=CC=2)[CH:52]=CC=C[CH:48]=1.[CH2:66]1COCC1, predict the reaction product. The product is: [CH3:66][N:8]([CH3:9])[CH2:48][CH2:47][CH2:52][O:15][C:16]1[CH:21]=[CH:20][C:19]([C:22]2[CH:23]=[CH:24][C:25]([NH:28][C:29]([C:31]3[CH:32]=[C:33]([C:39]4[CH:44]=[CH:43][CH:42]=[C:41]([O:45][CH3:46])[CH:40]=4)[C:34]([O:37][CH3:38])=[CH:35][CH:36]=3)=[O:30])=[CH:26][CH:27]=2)=[CH:18][CH:17]=1.